From a dataset of Full USPTO retrosynthesis dataset with 1.9M reactions from patents (1976-2016). Predict the reactants needed to synthesize the given product. (1) Given the product [CH3:13][N:14]([CH3:42])[C:15]([C:17]1[O:18][C:19]2[CH:25]=[C:24]([C:26]([NH:1][C:2]3[CH:7]=[CH:6][C:5]([CH3:8])=[CH:4][N:3]=3)=[O:27])[CH:23]=[C:22]([O:31][C:32]3[CH:37]=[CH:36][C:35]([S:38]([CH3:41])(=[O:40])=[O:39])=[CH:34][CH:33]=3)[C:20]=2[CH:21]=1)=[O:16], predict the reactants needed to synthesize it. The reactants are: [NH2:1][C:2]1[CH:7]=[CH:6][C:5]([CH3:8])=[CH:4][N:3]=1.[Al](Cl)(C)C.[CH3:13][N:14]([CH3:42])[C:15]([C:17]1[O:18][C:19]2[CH:25]=[C:24]([C:26](OCC)=[O:27])[CH:23]=[C:22]([O:31][C:32]3[CH:37]=[CH:36][C:35]([S:38]([CH3:41])(=[O:40])=[O:39])=[CH:34][CH:33]=3)[C:20]=2[CH:21]=1)=[O:16]. (2) Given the product [CH3:17][C:16]1[N:1]=[C:2]([C@H:3]([NH:5][C:6](=[O:12])[O:7][C:8]([CH3:9])([CH3:11])[CH3:10])[CH3:4])[S:13][CH:15]=1, predict the reactants needed to synthesize it. The reactants are: [NH2:1][C:2](=[S:13])[C@H:3]([NH:5][C:6](=[O:12])[O:7][C:8]([CH3:11])([CH3:10])[CH3:9])[CH3:4].Cl[CH2:15][C:16](=O)[CH3:17]. (3) Given the product [CH:1]([C:4]1[CH:9]=[CH:8][CH:7]=[CH:6][C:5]=1[O:10][CH:30]1[CH2:29][CH2:28][CH2:27][CH2:26][O:21]1)([CH3:3])[CH3:2], predict the reactants needed to synthesize it. The reactants are: [CH:1]([C:4]1[CH:9]=[CH:8][CH:7]=[CH:6][C:5]=1[OH:10])([CH3:3])[CH3:2].ClCCl.[C:28]1(C)[CH:29]=[CH:30]C(S([O-])(=[O:21])=[O:21])=[CH:26][CH:27]=1.[NH+]1[CH:30]=[CH:29][CH:28]=[CH:27][CH:26]=1. (4) Given the product [NH2:38][CH2:39][CH:40]([NH:47][C:6]([C:5]1[CH:9]=[CH:10][C:2]([Cl:1])=[C:3]([NH:11][C:12]([C:14]2[C:15](=[O:31])[NH:16][C:17]3[C:22]([CH:23]=2)=[CH:21][C:20]([O:24][CH2:25][CH2:26][O:27][CH3:28])=[C:19]([O:29][CH3:30])[CH:18]=3)=[O:13])[CH:4]=1)=[O:7])[C:41]1[CH:46]=[CH:45][CH:44]=[CH:43][CH:42]=1, predict the reactants needed to synthesize it. The reactants are: [Cl:1][C:2]1[CH:10]=[CH:9][C:5]([C:6](O)=[O:7])=[CH:4][C:3]=1[NH:11][C:12]([C:14]1[C:15](=[O:31])[NH:16][C:17]2[C:22]([CH:23]=1)=[CH:21][C:20]([O:24][CH2:25][CH2:26][O:27][CH3:28])=[C:19]([O:29][CH3:30])[CH:18]=2)=[O:13].C(OC(=O)[NH:38][CH2:39][CH:40]([NH2:47])[C:41]1[CH:46]=[CH:45][CH:44]=[CH:43][CH:42]=1)(C)(C)C. (5) Given the product [C:7]([CH:6]1[C:1]2([CH2:5][CH2:4][CH2:3][CH2:2]2)[CH2:17][C:16](=[O:18])[CH:15]=[C:10]1[CH3:11])(=[O:9])[CH3:8], predict the reactants needed to synthesize it. The reactants are: [C:1]1(=[CH:6][C:7](=[O:9])[CH3:8])[CH2:5][CH2:4][CH2:3][CH2:2]1.[C:10]1([CH2:15][C:16](=[O:18])[CH3:17])CCC[CH:11]=1.C(CC(=O)C)(=O)C. (6) Given the product [CH3:43][N:42]([CH3:46])[CH2:41][CH2:40][N:36]([CH3:37])[C:12]1[CH:13]=[C:14]([O:34][CH3:35])[C:15]([NH:16][C:17]2[N:22]=[C:21]([C:23]3[C:31]4[C:26](=[CH:27][CH:28]=[CH:29][CH:30]=4)[N:25]([CH3:32])[CH:24]=3)[C:20]([CH3:33])=[CH:19][N:18]=2)=[CH:10][C:11]=1[NH:38][C:1](=[O:4])[CH:2]=[CH2:3], predict the reactants needed to synthesize it. The reactants are: [C:1](Cl)(=[O:4])[CH:2]=[CH2:3].CN(C)CC[C:10]1[C:15]([NH:16][C:17]2[N:22]=[C:21]([C:23]3[C:31]4[C:26](=[CH:27][CH:28]=[CH:29][CH:30]=4)[N:25]([CH3:32])[CH:24]=3)[C:20]([CH3:33])=[CH:19][N:18]=2)=[C:14]([O:34][CH3:35])[CH:13]=[C:12]([NH:36][CH3:37])[C:11]=1[NH2:38].[CH3:40][CH2:41][N:42]([CH:46](C)C)[CH:43](C)C. (7) Given the product [CH3:7][O:8][C:9]1[CH:14]=[CH:13][CH:12]=[CH:11][C:10]=1[O:15][CH2:16][O:17][CH3:18], predict the reactants needed to synthesize it. The reactants are: CC(C)([O-])C.[K+].[CH3:7][O:8][C:9]1[CH:14]=[CH:13][CH:12]=[CH:11][C:10]=1[OH:15].[CH3:16][O:17][CH2:18]Cl.[Cl-].[NH4+]. (8) Given the product [Cl:1][C:2]1[C:11]([CH:15]2[CH2:17][CH2:16]2)=[N:10][C:9]2[C:4](=[CH:5][CH:6]=[C:7]([O:13][CH3:14])[CH:8]=2)[N:3]=1, predict the reactants needed to synthesize it. The reactants are: [Cl:1][C:2]1[C:11](Cl)=[N:10][C:9]2[C:4](=[CH:5][CH:6]=[C:7]([O:13][CH3:14])[CH:8]=2)[N:3]=1.[CH:15]1(B(O)O)[CH2:17][CH2:16]1.C(=O)([O-])[O-].[Cs+].[Cs+].